From a dataset of Forward reaction prediction with 1.9M reactions from USPTO patents (1976-2016). Predict the product of the given reaction. (1) Given the reactants [CH3:1][N:2]1[C:8](=[O:9])[C:7]2[CH:10]=[CH:11][CH:12]=[CH:13][C:6]=2[S:5][C:4]2[CH:14]=[CH:15][C:16]([C:18]([O:20]C)=[O:19])=[CH:17][C:3]1=2.[Li+].[OH-].Cl, predict the reaction product. The product is: [CH3:1][N:2]1[C:8](=[O:9])[C:7]2[CH:10]=[CH:11][CH:12]=[CH:13][C:6]=2[S:5][C:4]2[CH:14]=[CH:15][C:16]([C:18]([OH:20])=[O:19])=[CH:17][C:3]1=2. (2) Given the reactants [CH3:1][C:2](=O)[CH3:3].[ClH:5].[NH2:6][CH2:7][C@@H:8]1[CH2:12][CH2:11][N:10]([C:13]2[C:18](Br)=[CH:17][N:16]=[C:15]3[NH:20][CH:21]=[C:22]([NH:23][C:24](=[O:31])[C:25]4[CH:30]=[CH:29][CH:28]=[N:27][CH:26]=4)[C:14]=23)[CH2:9]1, predict the reaction product. The product is: [ClH:5].[Cl:5][C:18]1[C:13]([N:10]2[CH2:11][CH2:12][CH2:8][C@@H:7]([NH:6][CH:2]([CH3:3])[CH3:1])[CH2:9]2)=[C:14]2[C:22]([NH:23][C:24](=[O:31])[C:25]3[CH:30]=[CH:29][CH:28]=[N:27][CH:26]=3)=[CH:21][NH:20][C:15]2=[N:16][CH:17]=1. (3) Given the reactants [F:1][C:2]([F:15])([F:14])[O:3][C:4]1[CH:5]=[CH:6][C:7]2[O:11][C:10](=[O:12])[NH:9][C:8]=2[CH:13]=1.[H-].[Na+].Br[CH2:19][C:20]([O:22][CH2:23][CH3:24])=[O:21].FC(F)(F)C(O)=O, predict the reaction product. The product is: [CH2:23]([O:22][C:20](=[O:21])[CH2:19][N:9]1[C:8]2[CH:13]=[C:4]([O:3][C:2]([F:1])([F:14])[F:15])[CH:5]=[CH:6][C:7]=2[O:11][C:10]1=[O:12])[CH3:24]. (4) Given the reactants [CH3:1][NH:2][C@H:3]([C:11](O)=[O:12])[CH2:4][C:5]1[CH:10]=[CH:9][CH:8]=[CH:7][CH:6]=1.[H-].[Al+3].[Li+].[H-].[H-].[H-].[Li].[OH-].[Na+], predict the reaction product. The product is: [CH3:1][NH:2][C@@H:3]([CH2:4][C:5]1[CH:10]=[CH:9][CH:8]=[CH:7][CH:6]=1)[CH2:11][OH:12]. (5) The product is: [CH3:1][N:2]1[CH:6]=[CH:5][C:4]([S:7]([N:12]2[CH2:17][CH2:16][CH:15]([CH2:18][CH:19]([N:23]3[CH:27]=[C:26]([C:28]4[C:29]5[CH:36]=[CH:35][NH:34][C:30]=5[N:31]=[CH:32][N:33]=4)[CH:25]=[N:24]3)[CH2:20][C:21]#[N:22])[CH2:14][CH2:13]2)(=[O:9])=[O:8])=[N:3]1. Given the reactants [CH3:1][N:2]1[CH:6]=[CH:5][C:4]([S:7](Cl)(=[O:9])=[O:8])=[N:3]1.Cl.[NH:12]1[CH2:17][CH2:16][CH:15]([CH2:18][CH:19]([N:23]2[CH:27]=[C:26]([C:28]3[C:29]4[CH:36]=[CH:35][N:34](COCC[Si](C)(C)C)[C:30]=4[N:31]=[CH:32][N:33]=3)[CH:25]=[N:24]2)[CH2:20][C:21]#[N:22])[CH2:14][CH2:13]1.C(N(CC)CC)C.FC(F)(F)C(O)=O.C(N)CN, predict the reaction product. (6) Given the reactants [CH3:1][CH:2]([CH3:25])[CH2:3][CH2:4][N:5]1[CH:10]=[CH:9][C:8]([C:11]2[CH:16]=[CH:15][C:14]([NH:17][CH:18]3[CH2:23][CH2:22][O:21][CH2:20][CH2:19]3)=[CH:13][CH:12]=2)=[CH:7][C:6]1=[O:24].[Cl:26]N1C(=O)CCC1=O.O, predict the reaction product. The product is: [Cl:26][C:7]1[C:6](=[O:24])[N:5]([CH2:4][CH2:3][CH:2]([CH3:25])[CH3:1])[CH:10]=[CH:9][C:8]=1[C:11]1[CH:16]=[CH:15][C:14]([NH:17][CH:18]2[CH2:23][CH2:22][O:21][CH2:20][CH2:19]2)=[CH:13][CH:12]=1.